From a dataset of Reaction yield outcomes from USPTO patents with 853,638 reactions. Predict the reaction yield, written as a fraction of the theoretical maximum amount of product (1.0 means a 100% yield; for example, 0.34 means a 34% yield). (1) The reactants are [CH3:1][CH:2]1[CH2:9][CH2:8][C:5]2([CH2:7][CH2:6]2)[CH2:4][C:3]1=O.[CH2:11]([NH2:18])[C:12]1[CH:17]=[CH:16][CH:15]=[CH:14][CH:13]=1.C(O[BH-](OC(=O)C)OC(=O)C)(=O)C.[Na+].C(O)(=O)C. The catalyst is C1C=CC=CC=1.C(Cl)Cl.O. The product is [CH2:11]([NH:18][C@H:3]1[C@@H:2]([CH3:1])[CH2:9][CH2:8][C:5]2([CH2:7][CH2:6]2)[CH2:4]1)[C:12]1[CH:17]=[CH:16][CH:15]=[CH:14][CH:13]=1. The yield is 0.600. (2) The reactants are [C:1](Cl)(=[O:3])[CH3:2].[Cl:5][C:6]1[CH:30]=[CH:29][C:28]([O:31][CH:32]2[CH2:36][CH2:35][NH:34][CH2:33]2)=[CH:27][C:7]=1[C:8]([NH:10][C:11](=[O:26])[NH:12][C:13]1[S:14][C:15]2[CH:21]=[C:20]([S:22]([CH3:25])(=[O:24])=[O:23])[CH:19]=[CH:18][C:16]=2[N:17]=1)=[O:9].C(N(CC)CC)C. The catalyst is CN(C=O)C. The product is [C:1]([N:34]1[CH2:35][CH2:36][CH:32]([O:31][C:28]2[CH:29]=[CH:30][C:6]([Cl:5])=[C:7]([CH:27]=2)[C:8]([NH:10][C:11](=[O:26])[NH:12][C:13]2[S:14][C:15]3[CH:21]=[C:20]([S:22]([CH3:25])(=[O:24])=[O:23])[CH:19]=[CH:18][C:16]=3[N:17]=2)=[O:9])[CH2:33]1)(=[O:3])[CH3:2]. The yield is 0.440. (3) The reactants are [Cl:1][C:2]1[C:7]([F:8])=[CH:6][CH:5]=[C:4]([Cl:9])[C:3]=1[C@H:10]([O:12][C:13]1[C:14]([NH2:28])=[N:15][CH:16]=[C:17](B2OC(C)(C)C(C)(C)O2)[CH:18]=1)[CH3:11].I[C:30]1[CH:31]=[N:32][N:33]([CH:35]2[CH2:38][C:37]3([CH2:43][CH2:42][N:41]([C:44]([O:46][C:47]([CH3:50])([CH3:49])[CH3:48])=[O:45])[CH2:40][CH2:39]3)[CH2:36]2)[CH:34]=1.N#N.C([O-])([O-])=O.[Na+].[Na+]. The catalyst is Cl[Pd](Cl)([P](C1C=CC=CC=1)(C1C=CC=CC=1)C1C=CC=CC=1)[P](C1C=CC=CC=1)(C1C=CC=CC=1)C1C=CC=CC=1.O.O1CCOCC1. The product is [NH2:28][C:14]1[N:15]=[CH:16][C:17]([C:30]2[CH:31]=[N:32][N:33]([CH:35]3[CH2:36][C:37]4([CH2:43][CH2:42][N:41]([C:44]([O:46][C:47]([CH3:50])([CH3:49])[CH3:48])=[O:45])[CH2:40][CH2:39]4)[CH2:38]3)[CH:34]=2)=[CH:18][C:13]=1[O:12][C@@H:10]([C:3]1[C:4]([Cl:9])=[CH:5][CH:6]=[C:7]([F:8])[C:2]=1[Cl:1])[CH3:11]. The yield is 0.730. (4) The yield is 0.520. The product is [Cl:41][C:23]1[C:24]([NH:26][C:27]2[CH:32]=[CH:31][C:30]([N:33]3[CH2:34][CH2:35][O:36][CH2:37][CH2:38]3)=[CH:29][C:28]=2[O:39][CH3:40])=[N:25][C:20]([NH:16][C:13]2[CH:14]=[CH:15][C:5]3[N:4]([CH:1]([CH3:3])[CH3:2])[C:10](=[O:11])[CH2:9][CH2:8][CH2:7][C:6]=3[CH:12]=2)=[N:21][CH:22]=1. No catalyst specified. The reactants are [CH:1]([N:4]1[C:10](=[O:11])[CH2:9][CH2:8][CH2:7][C:6]2[CH:12]=[C:13]([N+:16]([O-])=O)[CH:14]=[CH:15][C:5]1=2)([CH3:3])[CH3:2].Cl[C:20]1[N:25]=[C:24]([NH:26][C:27]2[CH:32]=[CH:31][C:30]([N:33]3[CH2:38][CH2:37][O:36][CH2:35][CH2:34]3)=[CH:29][C:28]=2[O:39][CH3:40])[C:23]([Cl:41])=[CH:22][N:21]=1.